From a dataset of Peptide-MHC class I binding affinity with 185,985 pairs from IEDB/IMGT. Regression. Given a peptide amino acid sequence and an MHC pseudo amino acid sequence, predict their binding affinity value. This is MHC class I binding data. (1) The peptide sequence is RVRRYQIAQY. The MHC is HLA-A03:01 with pseudo-sequence HLA-A03:01. The binding affinity (normalized) is 0.721. (2) The peptide sequence is RVPVSCAVY. The MHC is HLA-A11:01 with pseudo-sequence HLA-A11:01. The binding affinity (normalized) is 0.472. (3) The peptide sequence is ETKITFALK. The MHC is HLA-A31:01 with pseudo-sequence HLA-A31:01. The binding affinity (normalized) is 0.761. (4) The peptide sequence is GELDRWEKI. The MHC is HLA-B53:01 with pseudo-sequence HLA-B53:01. The binding affinity (normalized) is 0.